Task: Predict the product of the given reaction.. Dataset: Forward reaction prediction with 1.9M reactions from USPTO patents (1976-2016) Given the reactants C([Li])CCC.C[Si](C)(C)[NH:8][Si](C)(C)C.[Cl:15][C:16]1[CH:23]=[CH:22][C:19]([C:20]#[N:21])=[C:18]([F:24])[C:17]=1[O:25][CH3:26].Cl, predict the reaction product. The product is: [Cl:15][C:16]1[CH:23]=[CH:22][C:19]([C:20]([NH2:8])=[NH:21])=[C:18]([F:24])[C:17]=1[O:25][CH3:26].